From a dataset of Reaction yield outcomes from USPTO patents with 853,638 reactions. Predict the reaction yield, written as a fraction of the theoretical maximum amount of product (1.0 means a 100% yield; for example, 0.34 means a 34% yield). (1) The reactants are C([O:8][NH:9][C:10](=[O:28])[CH2:11][CH2:12][CH2:13][NH:14][C:15]([NH:17][CH2:18][C:19]1[CH:24]=[CH:23][C:22]([N:25]([CH3:27])[CH3:26])=[CH:21][CH:20]=1)=[O:16])C1C=CC=CC=1. The catalyst is CO.[Pd]. The product is [CH3:27][N:25]([CH3:26])[C:22]1[CH:21]=[CH:20][C:19]([CH2:18][NH:17][C:15](=[O:16])[NH:14][CH2:13][CH2:12][CH2:11][C:10]([NH:9][OH:8])=[O:28])=[CH:24][CH:23]=1. The yield is 0.920. (2) The reactants are Cl[C:2]1[C:3](=[O:15])[N:4](C2CCCCO2)[N:5]=[CH:6][C:7]=1Cl.[F:16][C:17]1[C:22]([F:23])=[CH:21][CH:20]=[CH:19][C:18]=1[OH:24].C[O:26][C:27](=[O:36])[CH:28](Br)[CH2:29][CH:30]1[CH2:34][CH2:33][CH2:32][CH2:31]1. No catalyst specified. The product is [CH:30]1([CH2:29][CH:28]([N:4]2[C:3](=[O:15])[CH:2]=[C:7]([O:24][C:18]3[CH:19]=[CH:20][CH:21]=[C:22]([F:23])[C:17]=3[F:16])[CH:6]=[N:5]2)[C:27]([OH:26])=[O:36])[CH2:34][CH2:33][CH2:32][CH2:31]1. The yield is 0.630. (3) The reactants are [CH3:1][C:2]1[CH:6]=[C:5]([OH:7])[NH:4][N:3]=1.[CH2:8]([O:10][C:11](=[O:14])[CH2:12]Br)[CH3:9].C([O-])(O)=O.[Na+]. The catalyst is O. The product is [CH2:8]([O:10][C:11](=[O:14])[CH2:12][N:4]1[C:5](=[O:7])[CH2:6][C:2]([CH3:1])=[N:3]1)[CH3:9]. The yield is 0.130. (4) The reactants are [Br:1][C:2]1[CH:7]=[C:6]([F:8])[CH:5]=[C:4]([Br:9])[C:3]=1[NH:10][C:11]#[N:12].[NH:13]1[CH:17]=[C:16]([C:18]([O:20][CH2:21][CH3:22])=[O:19])[CH:15]=[N:14]1.Cl.O1CCOCC1. The catalyst is CCOCC. The product is [CH2:21]([O:20][C:18]([C:16]1[CH:17]=[N:13][N:14]([C:11](=[NH:12])[NH:10][C:3]2[C:4]([Br:9])=[CH:5][C:6]([F:8])=[CH:7][C:2]=2[Br:1])[CH:15]=1)=[O:19])[CH3:22]. The yield is 0.500. (5) The reactants are [Cl:1][C:2]1[CH:36]=[CH:35][C:5]([CH2:6][N:7]2[C:15]3[C:14](=[O:16])[N:13]([CH2:17][CH:18]4[CH2:20][O:19]4)[C:12](=[O:21])[N:11]([CH3:22])[C:10]=3[N:9]=[C:8]2[O:23][C:24]2[CH:29]=[CH:28][CH:27]=[C:26]([O:30][C:31]([F:34])([F:33])[F:32])[CH:25]=2)=[CH:4][CH:3]=1.Cl.[CH3:38][NH:39][CH3:40].Cl([O-])(=O)(=O)=O.[Li+]. The catalyst is C1COCC1.C(OCC)(=O)C.O. The product is [Cl:1][C:2]1[CH:3]=[CH:4][C:5]([CH2:6][N:7]2[C:15]3[C:14](=[O:16])[N:13]([CH2:17][CH:18]([OH:19])[CH2:20][N:39]([CH3:40])[CH3:38])[C:12](=[O:21])[N:11]([CH3:22])[C:10]=3[N:9]=[C:8]2[O:23][C:24]2[CH:29]=[CH:28][CH:27]=[C:26]([O:30][C:31]([F:33])([F:32])[F:34])[CH:25]=2)=[CH:35][CH:36]=1. The yield is 0.462. (6) The reactants are [NH2:1][C@@H:2]([CH2:33][C:34]1[CH:39]=[CH:38][CH:37]=[CH:36][CH:35]=1)[C@@H:3]([OH:32])[CH2:4][C@@H:5]([NH:19][C:20]([C@@H:22]([NH:27][C:28](=[O:31])[O:29][CH3:30])[C:23]([CH3:26])([CH3:25])[CH3:24])=[O:21])[CH2:6][C:7]1[CH:12]=[CH:11][C:10]([C:13]2[CH:18]=[CH:17][CH:16]=[CH:15][N:14]=2)=[CH:9][CH:8]=1.[C:40]([O:43][CH2:44][C:45]([CH3:59])([CH3:58])[C@@H:46]([C:55](O)=[O:56])[NH:47][C:48]([O:50][C:51]([CH3:54])([CH3:53])[CH3:52])=[O:49])(=[O:42])[CH3:41].CCOP(ON1N=NC2C=CC=CC=2C1=O)(OCC)=O.C(N(CC)C(C)C)(C)C. The catalyst is O1CCCC1. The product is [C:40]([O:43][CH2:44][C:45]([CH3:59])([CH3:58])[C@H:46]([NH:47][C:48]([O:50][C:51]([CH3:54])([CH3:53])[CH3:52])=[O:49])[C:55](=[O:56])[NH:1][C@@H:2]([CH2:33][C:34]1[CH:35]=[CH:36][CH:37]=[CH:38][CH:39]=1)[C@@H:3]([OH:32])[CH2:4][C@H:5]([CH2:6][C:7]1[CH:12]=[CH:11][C:10]([C:13]2[CH:18]=[CH:17][CH:16]=[CH:15][N:14]=2)=[CH:9][CH:8]=1)[NH:19][C:20](=[O:21])[C@H:22]([C:23]([CH3:26])([CH3:25])[CH3:24])[NH:27][C:28](=[O:31])[O:29][CH3:30])(=[O:42])[CH3:41]. The yield is 0.500.